This data is from Reaction yield outcomes from USPTO patents with 853,638 reactions. The task is: Predict the reaction yield, written as a fraction of the theoretical maximum amount of product (1.0 means a 100% yield; for example, 0.34 means a 34% yield). (1) The reactants are [C:1]([O-])([O-:3])=[O:2].[K+].[K+].Cl[CH2:8][C:9]1[O:10][C:11]2[CH:17]=[CH:16][C:15]([O:18][C:19]3[S:20][C:21]4[CH:27]=[CH:26][CH:25]=[CH:24][C:22]=4[N:23]=3)=[CH:14][C:12]=2[CH:13]=1.[NH:28]1[CH2:33][CH2:32][CH2:31][CH2:30][CH2:29]1. The catalyst is CC#N. The product is [CH:1]([OH:3])=[O:2].[N:28]1([CH2:8][C:9]2[O:10][C:11]3[CH:17]=[CH:16][C:15]([O:18][C:19]4[S:20][C:21]5[CH:27]=[CH:26][CH:25]=[CH:24][C:22]=5[N:23]=4)=[CH:14][C:12]=3[CH:13]=2)[CH2:33][CH2:32][CH2:31][CH2:30][CH2:29]1. The yield is 0.670. (2) The reactants are C([O-])([O-])=O.[K+].[K+].[NH:7]1[CH2:12][CH2:11][O:10][CH2:9][CH2:8]1.[C:13]([O:17][C:18]([N:20]1[CH2:25][C@H:24]([CH2:26]Cl)[N:23]([CH2:28][C:29]2[CH:34]=[CH:33][CH:32]=[CH:31][CH:30]=2)[CH2:22][C@H:21]1[CH3:35])=[O:19])([CH3:16])([CH3:15])[CH3:14]. The catalyst is C(#N)C. The product is [C:13]([O:17][C:18]([N:20]1[CH2:25][C@H:24]([CH2:26][N:7]2[CH2:12][CH2:11][O:10][CH2:9][CH2:8]2)[N:23]([CH2:28][C:29]2[CH:30]=[CH:31][CH:32]=[CH:33][CH:34]=2)[CH2:22][C@H:21]1[CH3:35])=[O:19])([CH3:14])([CH3:15])[CH3:16]. The yield is 0.770.